The task is: Predict which catalyst facilitates the given reaction.. This data is from Catalyst prediction with 721,799 reactions and 888 catalyst types from USPTO. Reactant: CS[C:3]1[N:4]=[C:5]([OH:12])[C:6]2[CH2:11][CH2:10][CH2:9][C:7]=2[N:8]=1.C(O)(=[O:15])C. Product: [N:8]1[C:7]2[CH2:9][CH2:10][CH2:11][C:6]=2[C:5]([OH:12])=[N:4][C:3]=1[OH:15]. The catalyst class is: 6.